From a dataset of Forward reaction prediction with 1.9M reactions from USPTO patents (1976-2016). Predict the product of the given reaction. (1) Given the reactants [C:1]([OH:11])(=[O:10])/[CH:2]=[CH:3]/[C:4]1[CH:9]=[CH:8][CH:7]=[CH:6][CH:5]=1.O=P(Cl)(Cl)Cl.[CH3:17]O, predict the reaction product. The product is: [C:1]([O:11][CH3:17])(=[O:10])/[CH:2]=[CH:3]/[C:4]1[CH:5]=[CH:6][CH:7]=[CH:8][CH:9]=1. (2) Given the reactants Cl[C:2]1[N:7]=[CH:6][N:5]=[C:4]([NH:8][C:9]2[CH:14]=[CH:13][C:12]([N:15]3[CH2:20][CH2:19][N:18]([CH:21]4[CH2:24][O:23][CH2:22]4)[CH2:17][CH2:16]3)=[CH:11][CH:10]=2)[N:3]=1.[OH:25][CH:26]1[CH2:29][N:28]([C:30]2[CH:37]=[CH:36][C:35](B3OC(C)(C)C(C)(C)O3)=[CH:34][C:31]=2[C:32]#[N:33])[CH2:27]1.C(=O)([O-])[O-].[Na+].[Na+], predict the reaction product. The product is: [OH:25][CH:26]1[CH2:27][N:28]([C:30]2[CH:37]=[CH:36][C:35]([C:2]3[N:3]=[C:4]([NH:8][C:9]4[CH:14]=[CH:13][C:12]([N:15]5[CH2:20][CH2:19][N:18]([CH:21]6[CH2:24][O:23][CH2:22]6)[CH2:17][CH2:16]5)=[CH:11][CH:10]=4)[N:5]=[CH:6][N:7]=3)=[CH:34][C:31]=2[C:32]#[N:33])[CH2:29]1. (3) Given the reactants Br[C:2]1[N:6]([CH3:7])[CH:5]=[N:4][C:3]=1[C:8]1[CH:13]=[C:12]([C:14]#[N:15])[CH:11]=[CH:10][N:9]=1.[OH:16][CH2:17][C:18]1([C:21]2[CH:26]=[CH:25][C:24](B(O)O)=[CH:23][CH:22]=2)[CH2:20][CH2:19]1, predict the reaction product. The product is: [OH:16][CH2:17][C:18]1([C:21]2[CH:26]=[CH:25][C:24]([C:2]3[N:6]([CH3:7])[CH:5]=[N:4][C:3]=3[C:8]3[CH:13]=[C:12]([C:14]#[N:15])[CH:11]=[CH:10][N:9]=3)=[CH:23][CH:22]=2)[CH2:20][CH2:19]1. (4) Given the reactants [Br:1][C:2]1[CH:10]=[CH:9][CH:8]=[C:7]2[C:3]=1[CH:4]([C:25]1[C:34]([OH:35])=[CH:33][C:28]3[O:29][CH2:30][CH2:31][O:32][C:27]=3[CH:26]=1)[C:5](=[O:24])[N:6]2[CH:11]([C:18]1[CH:23]=[CH:22][CH:21]=[CH:20][CH:19]=1)[C:12]1[CH:17]=[CH:16][CH:15]=[CH:14][CH:13]=1.[C:36]1(C(C2C=CC=CC=2)N2C3C(=CC=CC=3)C(C3C=C(C)C(OC)=CC=3O)C2=O)C=CC=CC=1, predict the reaction product. The product is: [Br:1][C:2]1[CH:10]=[CH:9][CH:8]=[C:7]2[C:3]=1[C:4]1([C:25]3[C:34](=[CH:33][C:28]4[O:29][CH2:30][CH2:31][O:32][C:27]=4[CH:26]=3)[O:35][CH2:36]1)[C:5](=[O:24])[N:6]2[CH:11]([C:18]1[CH:23]=[CH:22][CH:21]=[CH:20][CH:19]=1)[C:12]1[CH:13]=[CH:14][CH:15]=[CH:16][CH:17]=1. (5) Given the reactants [C:1]([O:5][C:6]([N:8]1[CH2:11][CH:10]([C:12]([OH:14])=O)[CH2:9]1)=[O:7])([CH3:4])([CH3:3])[CH3:2].CCN(C(C)C)C(C)C.CN([C:27]([O:31][N:32]1N=NC2C=CC=N[C:33]1=2)=[N+](C)C)C.F[P-](F)(F)(F)(F)F.CNOC, predict the reaction product. The product is: [C:1]([O:5][C:6]([N:8]1[CH2:9][CH:10]([C:12](=[O:14])[N:32]([O:31][CH3:27])[CH3:33])[CH2:11]1)=[O:7])([CH3:2])([CH3:3])[CH3:4]. (6) Given the reactants CC(C)([O-])C.[K+].[Cl:7][C:8]1[S:12][C:11]([S:13]([NH:16][CH:17]2[CH:23]3[CH2:24][CH2:25][CH:18]2[CH2:19][C:20]2[CH:29]=[CH:28][C:27]([C:30]#[N:31])=[CH:26][C:21]=2[CH2:22]3)(=[O:15])=[O:14])=[CH:10][CH:9]=1.[CH3:32][O:33][CH2:34]Cl.O, predict the reaction product. The product is: [Cl:7][C:8]1[S:12][C:11]([S:13]([N:16]([CH:17]2[CH:23]3[CH2:24][CH2:25][CH:18]2[CH2:19][C:20]2[CH:29]=[CH:28][C:27]([C:30]#[N:31])=[CH:26][C:21]=2[CH2:22]3)[CH2:32][O:33][CH3:34])(=[O:15])=[O:14])=[CH:10][CH:9]=1. (7) The product is: [Cl:1][C:2]1[CH:3]=[C:4]([CH:11]2[C:20]([CH3:21])([CH3:22])[CH2:19][C:18]3[C:13](=[CH:14][CH:15]=[C:16]([C:24]([O:26][CH3:27])=[O:25])[CH:17]=3)[NH:12]2)[CH:5]=[C:6]([N+:8]([O-:10])=[O:9])[CH:7]=1. Given the reactants [Cl:1][C:2]1[CH:3]=[C:4]([CH:11]2[C:20]([CH3:22])([CH3:21])[CH:19](O)[C:18]3[C:13](=[CH:14][CH:15]=[C:16]([C:24]([O:26][CH3:27])=[O:25])[CH:17]=3)[NH:12]2)[CH:5]=[C:6]([N+:8]([O-:10])=[O:9])[CH:7]=1.FC(F)(F)C(O)=O.C(=O)(O)[O-].[Na+], predict the reaction product. (8) Given the reactants [Cl:1][C:2]1[CH:7]=[CH:6][C:5]([C:8]2[S:9][C:10]3[C:11](=[O:29])[N:12]([C:17]4[CH:22]=[CH:21][C:20]([CH2:23][CH2:24][CH:25]=O)=[C:19]([O:27][CH3:28])[CH:18]=4)[CH:13]=[CH:14][C:15]=3[N:16]=2)=[CH:4][CH:3]=1.[NH:30]1[CH2:34][CH2:33][CH2:32][CH2:31]1.CC(O)=O.[OH-].[Na+], predict the reaction product. The product is: [Cl:1][C:2]1[CH:7]=[CH:6][C:5]([C:8]2[S:9][C:10]3[C:11](=[O:29])[N:12]([C:17]4[CH:22]=[CH:21][C:20]([CH2:23][CH2:24][CH2:25][N:30]5[CH2:34][CH2:33][CH2:32][CH2:31]5)=[C:19]([O:27][CH3:28])[CH:18]=4)[CH:13]=[CH:14][C:15]=3[N:16]=2)=[CH:4][CH:3]=1.